This data is from CYP3A4 inhibition data for predicting drug metabolism from PubChem BioAssay. The task is: Regression/Classification. Given a drug SMILES string, predict its absorption, distribution, metabolism, or excretion properties. Task type varies by dataset: regression for continuous measurements (e.g., permeability, clearance, half-life) or binary classification for categorical outcomes (e.g., BBB penetration, CYP inhibition). Dataset: cyp3a4_veith. The compound is CCOC(=O)CSC1=C(C#N)C(c2sccc2C)C(C(C)=O)=C(C)N1. The result is 0 (non-inhibitor).